This data is from Full USPTO retrosynthesis dataset with 1.9M reactions from patents (1976-2016). The task is: Predict the reactants needed to synthesize the given product. (1) The reactants are: [Cl:1][C:2]1[CH:11]=[C:10]2[C:5]([C:6](=[O:26])[N:7]([S:13]([C:16]3[CH:17]=[C:18]([NH2:25])[C:19](=[CH:23][CH:24]=3)[C:20]([OH:22])=[O:21])(=[O:15])=[O:14])[C:8](=[O:12])[NH:9]2)=[CH:4][CH:3]=1.[OH-].[Na+:28].O. Given the product [Na+:28].[Cl:1][C:2]1[CH:11]=[C:10]2[C:5]([C:6](=[O:26])[N:7]([S:13]([C:16]3[CH:17]=[C:18]([NH2:25])[C:19](=[CH:23][CH:24]=3)[C:20]([O-:22])=[O:21])(=[O:15])=[O:14])[C:8](=[O:12])[NH:9]2)=[CH:4][CH:3]=1, predict the reactants needed to synthesize it. (2) Given the product [N:29]1([CH2:2][C:3]2[O:7][N:6]=[C:5]([C:8]([NH:10][C@@H:11]([CH3:28])[CH2:12][N:13]3[CH:17]=[CH:16][C:15]([C:18]4[CH:23]=[C:22]([F:24])[C:21]([C:25]#[N:26])=[C:20]([Cl:27])[CH:19]=4)=[N:14]3)=[O:9])[CH:4]=2)[CH:33]=[CH:32][N:31]=[CH:30]1, predict the reactants needed to synthesize it. The reactants are: Br[CH2:2][C:3]1[O:7][N:6]=[C:5]([C:8]([NH:10][C@@H:11]([CH3:28])[CH2:12][N:13]2[CH:17]=[CH:16][C:15]([C:18]3[CH:23]=[C:22]([F:24])[C:21]([C:25]#[N:26])=[C:20]([Cl:27])[CH:19]=3)=[N:14]2)=[O:9])[CH:4]=1.[NH:29]1[CH:33]=[CH:32][N:31]=[CH:30]1. (3) Given the product [CH3:21][NH:22][S:2]([CH:5]1[CH2:10][CH2:9][N:8]([C:11]([O:13][CH2:14][C:15]2[CH:20]=[CH:19][CH:18]=[CH:17][CH:16]=2)=[O:12])[CH2:7][CH2:6]1)(=[O:4])=[O:3], predict the reactants needed to synthesize it. The reactants are: Cl[S:2]([CH:5]1[CH2:10][CH2:9][N:8]([C:11]([O:13][CH2:14][C:15]2[CH:20]=[CH:19][CH:18]=[CH:17][CH:16]=2)=[O:12])[CH2:7][CH2:6]1)(=[O:4])=[O:3].[CH3:21][NH2:22]. (4) Given the product [C:18]1([C:16]([NH:15][C:6]2([C:4]([OH:5])=[O:3])[CH2:7][C:8]3[C:13](=[CH:12][CH:11]=[CH:10][CH:9]=3)[CH2:14]2)=[O:17])[C:27]2[C:22](=[CH:23][CH:24]=[CH:25][CH:26]=2)[CH:21]=[CH:20][CH:19]=1, predict the reactants needed to synthesize it. The reactants are: C([O:3][C:4]([C:6]1([NH:15][C:16]([C:18]2[C:27]3[C:22](=[CH:23][CH:24]=[CH:25][CH:26]=3)[CH:21]=[CH:20][CH:19]=2)=[O:17])[CH2:14][C:13]2[C:8](=[CH:9][CH:10]=[CH:11][CH:12]=2)[CH2:7]1)=[O:5])C.[OH-].[K+].O. (5) Given the product [CH:32]1([NH:36][S:11]([C:9]2[CH:10]=[C:5]([O:4][C:3]3[C:2]([Cl:1])=[CH:20][C:19]([N+:21]([O-:23])=[O:22])=[CH:18][C:17]=3[Cl:24])[CH:6]=[CH:7][C:8]=2[O:15][CH3:16])(=[O:13])=[O:12])[CH2:35][CH2:34][CH2:33]1, predict the reactants needed to synthesize it. The reactants are: [Cl:1][C:2]1[CH:20]=[C:19]([N+:21]([O-:23])=[O:22])[CH:18]=[C:17]([Cl:24])[C:3]=1[O:4][C:5]1[CH:6]=[CH:7][C:8]([O:15][CH3:16])=[C:9]([S:11](Cl)(=[O:13])=[O:12])[CH:10]=1.C(N(CC)CC)C.[CH:32]1([NH2:36])[CH2:35][CH2:34][CH2:33]1. (6) Given the product [S:1]1[C:5]2[CH:6]=[CH:7][CH:8]=[CH:9][C:4]=2[N:3]=[C:2]1[CH2:10][CH2:11][CH2:12][CH2:13][C:14]([O:16][CH3:18])=[O:15], predict the reactants needed to synthesize it. The reactants are: [S:1]1[C:5]2[CH:6]=[CH:7][CH:8]=[CH:9][C:4]=2[N:3]=[C:2]1[CH2:10][CH2:11][CH2:12][CH2:13][C:14]([OH:16])=[O:15].Cl.[CH3:18]O. (7) Given the product [F:5][C:6]1[CH:11]=[CH:10][C:9]([C:12]2[C:17](/[CH:18]=[CH:19]/[C@@H:20]([OH:25])[CH2:21][C:22]([O:24][CH3:1])=[O:23])=[C:16]([CH:26]([CH3:28])[CH3:27])[N:15]=[C:14]([N:29]([CH3:34])[S:30]([CH3:33])(=[O:32])=[O:31])[N:13]=2)=[CH:8][CH:7]=1, predict the reactants needed to synthesize it. The reactants are: [C:1](Cl)(=O)C.[F:5][C:6]1[CH:11]=[CH:10][C:9]([C:12]2[C:17](/[CH:18]=[CH:19]/[C@@H:20]([OH:25])[CH2:21][C:22]([OH:24])=[O:23])=[C:16]([CH:26]([CH3:28])[CH3:27])[N:15]=[C:14]([N:29]([CH3:34])[S:30]([CH3:33])(=[O:32])=[O:31])[N:13]=2)=[CH:8][CH:7]=1.C([O-])(O)=O.[Na+]. (8) Given the product [Cl:1][C:2]1[CH:6]=[N:5][N:4]([CH3:7])[C:3]=1[C:8]1[CH:9]=[C:10]([NH:16][C:26]([NH:25][C:19]2[CH:20]=[CH:21][C:22]([Cl:24])=[CH:23][C:18]=2[Cl:17])=[O:27])[CH:11]=[CH:12][C:13]=1[O:14][CH3:15], predict the reactants needed to synthesize it. The reactants are: [Cl:1][C:2]1[CH:6]=[N:5][N:4]([CH3:7])[C:3]=1[C:8]1[CH:9]=[C:10]([NH2:16])[CH:11]=[CH:12][C:13]=1[O:14][CH3:15].[Cl:17][C:18]1[CH:23]=[C:22]([Cl:24])[CH:21]=[CH:20][C:19]=1[N:25]=[C:26]=[O:27]. (9) Given the product [CH3:22][S:23]([O:1][CH2:2][CH:3]1[CH2:8][CH2:7][N:6]([C:9]([O:11][CH:12]([CH3:14])[CH3:13])=[O:10])[CH2:5][CH2:4]1)(=[O:25])=[O:24], predict the reactants needed to synthesize it. The reactants are: [OH:1][CH2:2][CH:3]1[CH2:8][CH2:7][N:6]([C:9]([O:11][CH:12]([CH3:14])[CH3:13])=[O:10])[CH2:5][CH2:4]1.CCN(CC)CC.[CH3:22][S:23](Cl)(=[O:25])=[O:24].